Dataset: Forward reaction prediction with 1.9M reactions from USPTO patents (1976-2016). Task: Predict the product of the given reaction. (1) Given the reactants [CH:1]1([N:4]2[C:12]3[C:7](=[CH:8][CH:9]=[C:10]([OH:13])[CH:11]=3)[C:6]([C:14]#[N:15])=[CH:5]2)[CH2:3][CH2:2]1.C(OB(O[CH:26]([CH3:28])[CH3:27])OC(C)C)(C)C.[Li+].CC([N-]C(C)C)C.C1([C@H](OC(=O)[NH:44][C:45]2[CH:50]=[CH:49][C:48](I)=[CH:47][CH:46]=2)C)CC1.C([O-])([O-])=O.[K+].[K+], predict the reaction product. The product is: [CH:1]1([N:4]2[C:12]3[C:7](=[CH:8][CH:9]=[C:10]([OH:13])[CH:11]=3)[C:6]([C:14]#[N:15])=[C:5]2[C:48]2[CH:49]=[CH:50][C:45]([NH:44][CH:26]([CH3:27])[CH3:28])=[CH:46][CH:47]=2)[CH2:3][CH2:2]1. (2) Given the reactants [CH3:1][O:2][C:3]1[CH:11]=[CH:10][C:6]2[N:7]=[CH:8][O:9][C:5]=2[CH:4]=1.Br[C:13]1[CH:14]=[N:15][C:16]([N:19]([CH3:21])[CH3:20])=[N:17][CH:18]=1.C([O-])([O-])=O.[Cs+].[Cs+], predict the reaction product. The product is: [CH3:1][O:2][C:3]1[CH:11]=[CH:10][C:6]2[N:7]=[C:8]([C:13]3[CH:14]=[N:15][C:16]([N:19]([CH3:21])[CH3:20])=[N:17][CH:18]=3)[O:9][C:5]=2[CH:4]=1. (3) Given the reactants [Cl:1][C:2]1[C:9]([CH3:10])=[C:8]([NH:11][C@@H:12]([C:16]2[O:17][C:18]([C:21]3[CH:26]=[CH:25][CH:24]=[CH:23][CH:22]=3)=[N:19][N:20]=2)[C@@H:13]([OH:15])[CH3:14])[CH:7]=[CH:6][C:3]=1[C:4]#[N:5].[C:27](Cl)(=[O:29])[CH3:28], predict the reaction product. The product is: [C:27]([O:15][C@@H:13]([CH3:14])[C@@H:12]([NH:11][C:8]1[CH:7]=[CH:6][C:3]([C:4]#[N:5])=[C:2]([Cl:1])[C:9]=1[CH3:10])[C:16]1[O:17][C:18]([C:21]2[CH:26]=[CH:25][CH:24]=[CH:23][CH:22]=2)=[N:19][N:20]=1)(=[O:29])[CH3:28]. (4) Given the reactants [CH3:1][O:2][C:3]1[N:8]=[C:7]2[C:9]([C:13]3[N:29](S(C4C=CC(C)=CC=4)(=O)=O)[C:16]4=[N:17][CH:18]=[CH:19][C:20]([CH2:21][O:22][C:23]5[CH:28]=[CH:27][CH:26]=[CH:25][CH:24]=5)=[C:15]4[CH:14]=3)=[CH:10][N:11]([CH3:12])[C:6]2=[CH:5][C:4]=1[O:40][CH3:41].[OH-].[K+], predict the reaction product. The product is: [CH3:1][O:2][C:3]1[N:8]=[C:7]2[C:9]([C:13]3[NH:29][C:16]4=[N:17][CH:18]=[CH:19][C:20]([CH2:21][O:22][C:23]5[CH:24]=[CH:25][CH:26]=[CH:27][CH:28]=5)=[C:15]4[CH:14]=3)=[CH:10][N:11]([CH3:12])[C:6]2=[CH:5][C:4]=1[O:40][CH3:41]. (5) Given the reactants [I:1]N1C(=O)CCC1=O.[Cl:9][C:10]1[C:15]([O:16][CH3:17])=[CH:14][C:13]([O:18][CH3:19])=[C:12]([Cl:20])[C:11]=1[C:21]1[N:26]=[C:25]2[NH:27][N:28]=[CH:29][C:24]2=[CH:23][N:22]=1, predict the reaction product. The product is: [Cl:9][C:10]1[C:15]([O:16][CH3:17])=[CH:14][C:13]([O:18][CH3:19])=[C:12]([Cl:20])[C:11]=1[C:21]1[N:26]=[C:25]2[NH:27][N:28]=[C:29]([I:1])[C:24]2=[CH:23][N:22]=1. (6) Given the reactants [OH-].[Li+].[CH3:3][C:4]1[N:8]=[C:7]([C:9]2[CH:10]=[C:11]([CH:16]=[CH:17][N:18]=2)[C:12]([O:14]C)=[O:13])[O:6][N:5]=1, predict the reaction product. The product is: [CH3:3][C:4]1[N:8]=[C:7]([C:9]2[CH:10]=[C:11]([CH:16]=[CH:17][N:18]=2)[C:12]([OH:14])=[O:13])[O:6][N:5]=1. (7) Given the reactants C([O:3][C:4](=[O:29])[CH2:5][NH:6][CH2:7][C:8]1[CH:17]=[CH:16][C:15]2[C:10](=[CH:11][CH:12]=[C:13]([O:18][CH:19]3[CH2:24][CH2:23][CH:22]([C:25]([CH3:28])([CH3:27])[CH3:26])[CH2:21][CH2:20]3)[CH:14]=2)[CH:9]=1)C.[OH-].[Li+].Cl, predict the reaction product. The product is: [C:25]([C@H:22]1[CH2:21][CH2:20][C@H:19]([O:18][C:13]2[CH:14]=[C:15]3[C:10](=[CH:11][CH:12]=2)[CH:9]=[C:8]([CH2:7][NH:6][CH2:5][C:4]([OH:29])=[O:3])[CH:17]=[CH:16]3)[CH2:24][CH2:23]1)([CH3:28])([CH3:26])[CH3:27]. (8) Given the reactants [CH:1]1([CH2:7][CH2:8][CH2:9][C@@H:10]([C:19]2[O:23][N:22]=[C:21]([C:24]([N:26]3[CH2:34][C:33]4[C:28](=[CH:29][CH:30]=[CH:31][CH:32]=4)[CH2:27]3)=[O:25])[N:20]=2)[CH2:11][C:12]([O:14]C(C)(C)C)=[O:13])[CH2:6][CH2:5][CH2:4][CH2:3][CH2:2]1.FC(F)(F)C(O)=O, predict the reaction product. The product is: [CH:1]1([CH2:7][CH2:8][CH2:9][C@@H:10]([C:19]2[O:23][N:22]=[C:21]([C:24]([N:26]3[CH2:34][C:33]4[C:28](=[CH:29][CH:30]=[CH:31][CH:32]=4)[CH2:27]3)=[O:25])[N:20]=2)[CH2:11][C:12]([OH:14])=[O:13])[CH2:6][CH2:5][CH2:4][CH2:3][CH2:2]1. (9) The product is: [Br:27][CH2:28][CH2:29][O:20][C:14]1[CH:13]=[C:12]2[C:17]([CH:18]=[C:10]([C:8]([NH:7][CH:1]3[CH2:2][CH2:3][CH2:4][CH2:5][CH2:6]3)=[O:9])[NH:11]2)=[C:16]([CH3:19])[CH:15]=1. Given the reactants [CH:1]1([NH:7][C:8]([C:10]2[NH:11][C:12]3[C:17]([CH:18]=2)=[C:16]([CH3:19])[CH:15]=[C:14]([OH:20])[CH:13]=3)=[O:9])[CH2:6][CH2:5][CH2:4][CH2:3][CH2:2]1.C([O-])([O-])=O.[Cs+].[Cs+].[Br:27][CH2:28][CH2:29]Br, predict the reaction product.